From a dataset of Forward reaction prediction with 1.9M reactions from USPTO patents (1976-2016). Predict the product of the given reaction. (1) Given the reactants [C:1]1([C:7]2[O:11][N:10]=[C:9]([C:12]([OH:14])=O)[CH:8]=2)[CH:6]=[CH:5][CH:4]=[CH:3][CH:2]=1.CN(C(ON1N=NC2C=CC=NC1=2)=[N+](C)C)C.F[P-](F)(F)(F)(F)F.[NH2:39][CH2:40][CH2:41][C:42]([O:44][CH3:45])=[O:43].CCN(C(C)C)C(C)C, predict the reaction product. The product is: [C:1]1([C:7]2[O:11][N:10]=[C:9]([C:12]([NH:39][CH2:40][CH2:41][C:42]([O:44][CH3:45])=[O:43])=[O:14])[CH:8]=2)[CH:2]=[CH:3][CH:4]=[CH:5][CH:6]=1. (2) Given the reactants C(N(C(C)C)CC)(C)C.[C:10]([CH2:12][C:13]([O:15][CH2:16][CH3:17])=[O:14])#[N:11].Br[CH:19]([CH3:29])[C:20]([C:22]1[C:23]([F:28])=[N:24][CH:25]=[CH:26][CH:27]=1)=[O:21], predict the reaction product. The product is: [C:10]([CH:12]([CH:19]([CH3:29])[C:20]([C:22]1[C:23]([F:28])=[N:24][CH:25]=[CH:26][CH:27]=1)=[O:21])[C:13]([O:15][CH2:16][CH3:17])=[O:14])#[N:11]. (3) Given the reactants [OH:1][CH2:2][C:3]1[CH:8]=[CH:7][C:6]([C:9](=[O:11])[CH3:10])=[CH:5][CH:4]=1.[Br-:12].[Br-].[Br-].C([N+](CCCC)(CCCC)CCCC)CCC.C([N+](CCCC)(CCCC)CCCC)CCC.C([N+](CCCC)(CCCC)CCCC)CCC, predict the reaction product. The product is: [Br:12][CH2:10][C:9]([C:6]1[CH:7]=[CH:8][C:3]([CH2:2][OH:1])=[CH:4][CH:5]=1)=[O:11]. (4) Given the reactants [OH:1][CH2:2][C:3]1[CH:33]=[CH:32][C:6]([C:7]([NH:9][CH2:10][CH2:11][S:12][C:13]([C:26]2[CH:31]=[CH:30][CH:29]=[CH:28][CH:27]=2)([C:20]2[CH:25]=[CH:24][CH:23]=[CH:22][CH:21]=2)[C:14]2[CH:19]=[CH:18][CH:17]=[CH:16][CH:15]=2)=[O:8])=[CH:5][CH:4]=1.CN1CCCC1=O.[S:41](Cl)([CH3:44])(=[O:43])=[O:42], predict the reaction product. The product is: [C:13]([S:12][CH2:11][CH2:10][NH:9][C:7]([C:6]1[CH:5]=[CH:4][C:3]([CH2:2][O:1][S:41]([CH3:44])(=[O:43])=[O:42])=[CH:33][CH:32]=1)=[O:8])([C:26]1[CH:27]=[CH:28][CH:29]=[CH:30][CH:31]=1)([C:14]1[CH:19]=[CH:18][CH:17]=[CH:16][CH:15]=1)[C:20]1[CH:21]=[CH:22][CH:23]=[CH:24][CH:25]=1. (5) The product is: [NH:4]1[CH:5]=[CH:6][C:2]([NH:1][C:13](=[O:14])[CH3:12])=[N:3]1. Given the reactants [NH2:1][C:2]1[CH:6]=[CH:5][NH:4][N:3]=1.C([O-])(O)=O.[Na+].[CH3:12][C:13](OC(C)=O)=[O:14], predict the reaction product.